The task is: Predict the product of the given reaction.. This data is from Forward reaction prediction with 1.9M reactions from USPTO patents (1976-2016). (1) Given the reactants FC(F)(F)C(OC(=O)C(F)(F)F)=O.[O:14]=[C:15]1[C:23]2[C:18](=[CH:19][CH:20]=[CH:21][CH:22]=2)[C:17](=[O:24])[N:16]1[CH2:25][C:26]1[N:30]([CH3:31])[N:29]=[C:28]([C:32]([NH2:34])=O)[CH:27]=1.C(N(CC)CC)C.O, predict the reaction product. The product is: [O:24]=[C:17]1[C:18]2[C:23](=[CH:22][CH:21]=[CH:20][CH:19]=2)[C:15](=[O:14])[N:16]1[CH2:25][C:26]1[N:30]([CH3:31])[N:29]=[C:28]([C:32]#[N:34])[CH:27]=1. (2) Given the reactants C(OC(=O)[N:7]([O:16][CH2:17][CH2:18][CH2:19][N:20]([CH2:35][C:36]1[CH:41]=[CH:40][CH:39]=[C:38]([C:42]([F:45])([F:44])[F:43])[C:37]=1[Cl:46])[CH2:21][CH:22]([C:29]1[CH:34]=[CH:33][CH:32]=[CH:31][CH:30]=1)[C:23]1[CH:28]=[CH:27][CH:26]=[CH:25][CH:24]=1)[C:8]1[CH:13]=[CH:12][C:11]([O:14][CH3:15])=[CH:10][CH:9]=1)(C)(C)C.C(O)(C(F)(F)F)=O.C([O-])(O)=O.[Na+], predict the reaction product. The product is: [Cl:46][C:37]1[C:38]([C:42]([F:43])([F:44])[F:45])=[CH:39][CH:40]=[CH:41][C:36]=1[CH2:35][N:20]([CH2:21][CH:22]([C:23]1[CH:24]=[CH:25][CH:26]=[CH:27][CH:28]=1)[C:29]1[CH:34]=[CH:33][CH:32]=[CH:31][CH:30]=1)[CH2:19][CH2:18][CH2:17][O:16][NH:7][C:8]1[CH:9]=[CH:10][C:11]([O:14][CH3:15])=[CH:12][CH:13]=1. (3) Given the reactants C([N:8]1[CH2:11][C:10]2([CH2:14][N:13]([S:15]([C:18]3[CH:23]=[CH:22][C:21]([CH3:24])=[CH:20][CH:19]=3)(=[O:17])=[O:16])[CH2:12]2)[CH2:9]1)C1C=CC=CC=1.O([C:33]([O:35][C:36]([CH3:39])([CH3:38])[CH3:37])=[O:34])[C:33]([O:35][C:36]([CH3:39])([CH3:38])[CH3:37])=[O:34], predict the reaction product. The product is: [C:36]([O:35][C:33]([N:8]1[CH2:9][C:10]2([CH2:14][N:13]([S:15]([C:18]3[CH:23]=[CH:22][C:21]([CH3:24])=[CH:20][CH:19]=3)(=[O:16])=[O:17])[CH2:12]2)[CH2:11]1)=[O:34])([CH3:37])([CH3:38])[CH3:39]. (4) Given the reactants [H-].[Na+].[CH3:3][S:4]([NH2:7])(=[O:6])=[O:5].F[C:9]1[C:10]([CH3:29])=[N:11][C:12]2[C:17]([N:18]=1)=[C:16]([C:19]1[NH:27][C:26]3[CH2:25][CH2:24][NH:23][C:22](=[O:28])[C:21]=3[CH:20]=1)[CH:15]=[CH:14][CH:13]=2.[C:30]([OH:36])([C:32]([F:35])([F:34])[F:33])=[O:31], predict the reaction product. The product is: [F:33][C:32]([F:35])([F:34])[C:30]([OH:36])=[O:31].[CH3:29][C:10]1[C:9]([NH:7][S:4]([CH3:3])(=[O:6])=[O:5])=[N:18][C:17]2[C:12]([N:11]=1)=[CH:13][CH:14]=[CH:15][C:16]=2[C:19]1[NH:27][C:26]2[CH2:25][CH2:24][NH:23][C:22](=[O:28])[C:21]=2[CH:20]=1.